This data is from Forward reaction prediction with 1.9M reactions from USPTO patents (1976-2016). The task is: Predict the product of the given reaction. (1) Given the reactants F[C:2]1[CH:11]=[CH:10][C:5]([C:6]([O:8][CH3:9])=[O:7])=[CH:4][C:3]=1[N+:12]([O-:14])=[O:13].[F:15][C:16]([F:26])([F:25])[O:17][C:18]1[CH:24]=[CH:23][C:21]([NH2:22])=[CH:20][CH:19]=1.C(N(CC)CC)C, predict the reaction product. The product is: [N+:12]([C:3]1[CH:4]=[C:5]([CH:10]=[CH:11][C:2]=1[NH:22][C:21]1[CH:23]=[CH:24][C:18]([O:17][C:16]([F:15])([F:25])[F:26])=[CH:19][CH:20]=1)[C:6]([O:8][CH3:9])=[O:7])([O-:14])=[O:13]. (2) The product is: [F:18][C:19]1[CH:24]=[CH:23][C:22]([C:25]2[C:33]3[C:28](=[CH:29][C:30]([C:34]([N:1]4[CH2:2][CH:3]([N:5]5[CH2:6][CH2:7][N:8]([C:11]([C:13]6[S:14][CH:15]=[CH:16][N:17]=6)=[O:12])[CH2:9][CH2:10]5)[CH2:4]4)=[O:35])=[CH:31][CH:32]=3)[NH:27][CH:26]=2)=[CH:21][CH:20]=1. Given the reactants [NH:1]1[CH2:4][CH:3]([N:5]2[CH2:10][CH2:9][N:8]([C:11]([C:13]3[S:14][CH:15]=[CH:16][N:17]=3)=[O:12])[CH2:7][CH2:6]2)[CH2:2]1.[F:18][C:19]1[CH:24]=[CH:23][C:22]([C:25]2[C:33]3[C:28](=[CH:29][C:30]([C:34](O)=[O:35])=[CH:31][CH:32]=3)[NH:27][CH:26]=2)=[CH:21][CH:20]=1.CCN(CC)CC.CN(C(ON1N=NC2C=CC=NC1=2)=[N+](C)C)C.F[P-](F)(F)(F)(F)F, predict the reaction product. (3) The product is: [Br:7][C:8]1[CH:16]=[CH:15][C:14]([I:17])=[CH:13][C:9]=1[C:10]([C:8]1[CH:16]=[CH:15][C:14]([CH2:1][CH3:2])=[CH:13][CH:9]=1)=[O:12]. Given the reactants [C:1](Cl)(=O)[C:2](Cl)=O.[Br:7][C:8]1[CH:16]=[CH:15][C:14]([I:17])=[CH:13][C:9]=1[C:10]([OH:12])=O, predict the reaction product. (4) Given the reactants [F:1][C:2]1[C:3]([C@@H:8]([NH:19][C:20]([C:22]2[N:27]=[CH:26][C:25]([O:28][CH2:29][C:30]([O:32]C(C)(C)C)=[O:31])=[CH:24][CH:23]=2)=[O:21])[C:9]2[CH:14]=[CH:13][C:12]([C:15]([F:18])([F:17])[F:16])=[CH:11][CH:10]=2)=[N:4][CH:5]=[CH:6][CH:7]=1.C(O)(C(F)(F)F)=O, predict the reaction product. The product is: [F:1][C:2]1[C:3]([C@@H:8]([NH:19][C:20]([C:22]2[N:27]=[CH:26][C:25]([O:28][CH2:29][C:30]([OH:32])=[O:31])=[CH:24][CH:23]=2)=[O:21])[C:9]2[CH:14]=[CH:13][C:12]([C:15]([F:17])([F:16])[F:18])=[CH:11][CH:10]=2)=[N:4][CH:5]=[CH:6][CH:7]=1. (5) Given the reactants [F:1][C:2]([F:29])([C:21]1[CH:26]=[CH:25][C:24]([F:27])=[C:23]([CH3:28])[CH:22]=1)[C:3]1[CH:8]=[CH:7][C:6]([C:9]2[C:14]3=[N:15][S:16](=[O:20])(=[O:19])[CH2:17][CH2:18][N:13]3[CH:12]=[CH:11][CH:10]=2)=[CH:5][CH:4]=1, predict the reaction product. The product is: [F:29][C:2]([F:1])([C:21]1[CH:26]=[CH:25][C:24]([F:27])=[C:23]([CH3:28])[CH:22]=1)[C:3]1[CH:8]=[CH:7][C:6]([CH:9]2[C:14]3=[N:15][S:16](=[O:19])(=[O:20])[CH2:17][CH2:18][N:13]3[CH2:12][CH2:11][CH2:10]2)=[CH:5][CH:4]=1.